The task is: Regression. Given a peptide amino acid sequence and an MHC pseudo amino acid sequence, predict their binding affinity value. This is MHC class II binding data.. This data is from Peptide-MHC class II binding affinity with 134,281 pairs from IEDB. (1) The peptide sequence is AFKVARTAANAAPAN. The MHC is HLA-DPA10201-DPB11401 with pseudo-sequence HLA-DPA10201-DPB11401. The binding affinity (normalized) is 0.672. (2) The MHC is HLA-DPA10103-DPB10301 with pseudo-sequence HLA-DPA10103-DPB10301. The binding affinity (normalized) is 0.416. The peptide sequence is AFKVAATRANAAPAN. (3) The peptide sequence is LNTLVKQLSSNFGAI. The MHC is DRB1_0101 with pseudo-sequence DRB1_0101. The binding affinity (normalized) is 0.991.